Task: Predict the product of the given reaction.. Dataset: Forward reaction prediction with 1.9M reactions from USPTO patents (1976-2016) (1) Given the reactants Cl[CH2:2][C:3]([N:5]1[C@@H:9]([C:10]#[CH:11])[CH2:8][CH2:7][C@H:6]1[C:12]#[N:13])=[O:4].[F:14][C:15]1[CH:20]=[CH:19][C:18]([CH2:21][C:22]([NH2:25])([CH3:24])[CH3:23])=[CH:17][CH:16]=1, predict the reaction product. The product is: [C:10]([C@@H:9]1[N:5]([C:3](=[O:4])[CH2:2][NH:25][C:22]([CH3:24])([CH3:23])[CH2:21][C:18]2[CH:19]=[CH:20][C:15]([F:14])=[CH:16][CH:17]=2)[C@H:6]([C:12]#[N:13])[CH2:7][CH2:8]1)#[CH:11]. (2) Given the reactants [Cl:1][C:2]1[CH:3]=[C:4]2[NH:11][C:10]([CH3:13])([CH3:12])[CH2:9][N:5]2[C:6](=[O:8])[N:7]=1.I[CH2:15][CH3:16].C([O-])([O-])=O.[Cs+].[Cs+], predict the reaction product. The product is: [Cl:1][C:2]1[CH:3]=[C:4]2[N:11]([CH2:15][CH3:16])[C:10]([CH3:13])([CH3:12])[CH2:9][N:5]2[C:6](=[O:8])[N:7]=1. (3) The product is: [CH2:1]([N:8]([CH2:30][CH2:31][C:32]1[CH:37]=[CH:36][CH:35]=[CH:34][CH:33]=1)[C:9](=[O:29])[CH2:10][C:11]1[CH:12]=[CH:13][C:14]([O:15][CH2:16][C:17]2[CH:26]=[CH:25][CH:24]=[CH:23][C:18]=2[C:19]([OH:21])=[O:20])=[CH:27][CH:28]=1)[CH2:2][CH2:3][CH2:4][CH2:5][CH2:6][CH3:7]. Given the reactants [CH2:1]([N:8]([CH2:30][CH2:31][C:32]1[CH:37]=[CH:36][CH:35]=[CH:34][CH:33]=1)[C:9](=[O:29])[CH2:10][C:11]1[CH:28]=[CH:27][C:14]([O:15][CH2:16][C:17]2[CH:26]=[CH:25][CH:24]=[CH:23][C:18]=2[C:19]([O:21]C)=[O:20])=[CH:13][CH:12]=1)[CH2:2][CH2:3][CH2:4][CH2:5][CH2:6][CH3:7].[OH-].[K+], predict the reaction product. (4) Given the reactants C([Sn](CCCC)(CCCC)/[CH:6]=[CH:7]/[C:8]([CH3:11])([CH3:10])[CH3:9])CCC.Br[C:21]1[O:25][N:24]=[C:23]([C:26]([O:28][CH2:29][CH3:30])=[O:27])[C:22]=1[CH3:31], predict the reaction product. The product is: [CH3:11][C:8]([CH3:9])([CH3:10])/[CH:7]=[CH:6]/[C:21]1[O:25][N:24]=[C:23]([C:26]([O:28][CH2:29][CH3:30])=[O:27])[C:22]=1[CH3:31]. (5) Given the reactants C(N(CC)CC)C.[CH:8]([C:11]1[CH:16]=[CH:15][CH:14]=[C:13]([CH:17]([CH3:19])[CH3:18])[C:12]=1[NH2:20])([CH3:10])[CH3:9].[Cl:21][CH2:22][C:23](Cl)=[O:24], predict the reaction product. The product is: [Cl:21][CH2:22][C:23]([NH:20][C:12]1[C:11]([CH:8]([CH3:10])[CH3:9])=[CH:16][CH:15]=[CH:14][C:13]=1[CH:17]([CH3:19])[CH3:18])=[O:24]. (6) The product is: [F:15][C:13]1[CH:14]=[C:9]2[C:10](=[CH:11][CH:12]=1)[NH:16][C:17](=[O:18])[N:27]([CH2:26][C:25]([F:29])([F:28])[F:24])[C:1]2([OH:8])[C:2]1[CH:3]=[CH:4][CH:5]=[CH:6][CH:7]=1. Given the reactants [C:1]([C:9]1[CH:14]=[C:13]([F:15])[CH:12]=[CH:11][C:10]=1[NH:16][C:17](N1C=CN=C1)=[O:18])(=[O:8])[C:2]1[CH:7]=[CH:6][CH:5]=[CH:4][CH:3]=1.[F:24][C:25]([F:29])([F:28])[CH2:26][NH2:27].C(O)(=O)CC(CC(O)=O)(C(O)=O)O.O=P12OP3(OP(OP(O3)(O1)=O)(=O)O2)=O, predict the reaction product.